Dataset: Peptide-MHC class II binding affinity with 134,281 pairs from IEDB. Task: Regression. Given a peptide amino acid sequence and an MHC pseudo amino acid sequence, predict their binding affinity value. This is MHC class II binding data. (1) The peptide sequence is ESYKFIPALEAAVKQ. The binding affinity (normalized) is 0.587. The MHC is HLA-DPA10301-DPB10402 with pseudo-sequence HLA-DPA10301-DPB10402. (2) The peptide sequence is RVIAQGPTATFEAMY. The MHC is HLA-DQA10201-DQB10202 with pseudo-sequence HLA-DQA10201-DQB10202. The binding affinity (normalized) is 0.304. (3) The peptide sequence is VLEWRFDSRLAFHHV. The MHC is DRB3_0202 with pseudo-sequence DRB3_0202. The binding affinity (normalized) is 0.733. (4) The peptide sequence is YKLIDNSLILLECFV. The MHC is DRB5_0101 with pseudo-sequence DRB5_0101. The binding affinity (normalized) is 0.538. (5) The peptide sequence is KTSLCLMMILPAALA. The MHC is DRB1_1501 with pseudo-sequence DRB1_1501. The binding affinity (normalized) is 0.579. (6) The peptide sequence is KKEEKKESGDAASGA. The MHC is DRB4_0101 with pseudo-sequence DRB4_0103. The binding affinity (normalized) is 0.241. (7) The peptide sequence is GELQIVDKIDAALKI. The MHC is DRB1_0802 with pseudo-sequence DRB1_0802. The binding affinity (normalized) is 0.487. (8) The peptide sequence is EHEILNDSGETVKCR. The MHC is HLA-DQA10201-DQB10301 with pseudo-sequence HLA-DQA10201-DQB10301. The binding affinity (normalized) is 0.513. (9) The MHC is HLA-DQA10303-DQB10402 with pseudo-sequence HLA-DQA10303-DQB10402. The binding affinity (normalized) is 0.329. The peptide sequence is QIGNRPGPSRGVQGF. (10) The peptide sequence is YGIAAENVIDVKLVD. The MHC is HLA-DQA10401-DQB10402 with pseudo-sequence HLA-DQA10401-DQB10402. The binding affinity (normalized) is 0.378.